Dataset: Forward reaction prediction with 1.9M reactions from USPTO patents (1976-2016). Task: Predict the product of the given reaction. Given the reactants [CH:1]1([C@@H:4]([C:11]2[CH:16]=[CH:15][C:14]([CH2:17]O)=[C:13]([OH:19])[CH:12]=2)[C@H:5]([CH3:10])[C:6]([O:8][CH3:9])=[O:7])[CH2:3][CH2:2]1.[F:20][C:21]1[CH:26]=[CH:25][C:24]([O:27][CH3:28])=[CH:23][C:22]=1[C:29]1[CH:30]=[CH:31][C:32]([CH:35]=[CH2:36])=[N:33][CH:34]=1, predict the reaction product. The product is: [CH:1]1([C@@H:4]([C:11]2[CH:12]=[C:13]3[C:14]([CH2:17][CH2:36][CH:35]([C:32]4[CH:31]=[CH:30][C:29]([C:22]5[CH:23]=[C:24]([O:27][CH3:28])[CH:25]=[CH:26][C:21]=5[F:20])=[CH:34][N:33]=4)[O:19]3)=[CH:15][CH:16]=2)[C@H:5]([CH3:10])[C:6]([O:8][CH3:9])=[O:7])[CH2:3][CH2:2]1.